This data is from Cav3 T-type calcium channel HTS with 100,875 compounds. The task is: Binary Classification. Given a drug SMILES string, predict its activity (active/inactive) in a high-throughput screening assay against a specified biological target. (1) The molecule is Clc1cc2c(NC(=O)CCCN3C(=O)c4c(C3=O)cccc4)c(oc2cc1)C(=O)CCC(OC)=O. The result is 0 (inactive). (2) The compound is s1c(C2=[N+]([O-])C\3(N(O)C2(C)C)CCCCCC3=N\O)ccc1. The result is 0 (inactive). (3) The drug is O=C(N1CCCc2c1cccc2)c1noc(c1)c1cc(OC)ccc1. The result is 0 (inactive). (4) The compound is O(CCNc1ncnc2nc[nH]c12)C. The result is 0 (inactive). (5) The compound is o1nc(nc1CCc1ccccc1)c1ccc(NC(=O)c2cccnc2)cc1. The result is 0 (inactive). (6) The compound is O=C1N(Cc2ccc(OC)cc2)C(Nc2c(CC)cccc2)=NC1. The result is 0 (inactive). (7) The drug is S(c1nc2c(c(c1)C)cccc2C)CC(=O)NC(=O)NCc1occc1. The result is 0 (inactive). (8) The molecule is Clc1c(CN2CC34OC(C(C3C2=O)C(=O)NCCCC)C=C4)cccc1. The result is 0 (inactive).